Predict the product of the given reaction. From a dataset of Forward reaction prediction with 1.9M reactions from USPTO patents (1976-2016). (1) Given the reactants [CH3:1][C@H:2]1[C@H:6]([CH2:7][O:8][C:9]2[C:10]3[CH:24]=[CH:23][N:22]([CH2:25][O:26]CC[Si](C)(C)C)[C:11]=3[N:12]=[C:13]([NH:15][C:16]3[CH:17]=[N:18][N:19]([CH3:21])[CH:20]=3)[N:14]=2)[CH2:5][N:4]([C:33](=[O:36])[CH:34]=[CH2:35])[CH2:3]1.B(F)(F)F.CCOCC, predict the reaction product. The product is: [OH:26][CH2:25][N:22]1[C:11]2[N:12]=[C:13]([NH:15][C:16]3[CH:17]=[N:18][N:19]([CH3:21])[CH:20]=3)[N:14]=[C:9]([O:8][CH2:7][C@H:6]3[C@H:2]([CH3:1])[CH2:3][N:4]([C:33](=[O:36])[CH:34]=[CH2:35])[CH2:5]3)[C:10]=2[CH:24]=[CH:23]1. (2) Given the reactants [F:1][C:2]1[C:7]2[N:8]=[N:9][S:10][C:6]=2[CH:5]=[C:4]([C:11](O)=[O:12])[C:3]=1[NH:14][C:15]1[CH:20]=[CH:19][C:18]([Br:21])=[CH:17][C:16]=1[Cl:22].C1C=CC2N(O)N=NC=2C=1.CCN=C=NCCCN(C)C.[CH3:44][C:45]1([CH3:53])[O:49][CH:48]([CH2:50][O:51][NH2:52])[CH2:47][O:46]1.[NH4+].[Cl-], predict the reaction product. The product is: [CH3:44][C:45]1([CH3:53])[O:49][CH:48]([CH2:50][O:51][NH:52][C:11]([C:4]2[C:3]([NH:14][C:15]3[CH:20]=[CH:19][C:18]([Br:21])=[CH:17][C:16]=3[Cl:22])=[C:2]([F:1])[C:7]3[N:8]=[N:9][S:10][C:6]=3[CH:5]=2)=[O:12])[CH2:47][O:46]1. (3) The product is: [Cl:29][C:12]1[CH:13]=[CH:14][CH:15]=[C:5]([C:1]([CH3:2])([CH3:3])[CH3:4])[C:6]=1[C:7]([NH:9][CH2:10][CH3:11])=[O:8]. Given the reactants [C:1]([C:5]1[CH:15]=[CH:14][CH:13]=[CH:12][C:6]=1[C:7]([NH:9][CH2:10][CH3:11])=[O:8])([CH3:4])([CH3:3])[CH3:2].CN(CCN(C)C)C.[Li]C(CC)C.[Cl:29]C(Cl)(Cl)C(Cl)(Cl)Cl.Cl, predict the reaction product. (4) Given the reactants Cl.[Si]([O:9][CH2:10][CH2:11][C:12]1[CH:38]=[CH:37][C:15]([CH2:16][CH2:17][N:18]2[CH2:36][CH2:35][C:21]3([O:26][CH2:25][CH2:24][N:23]([C:27]([C:29]4[N:30]=[C:31]([CH3:34])[S:32][CH:33]=4)=[O:28])[CH2:22]3)[CH2:20][CH2:19]2)=[CH:14][CH:13]=1)(C(C)(C)C)(C)C, predict the reaction product. The product is: [OH:9][CH2:10][CH2:11][C:12]1[CH:13]=[CH:14][C:15]([CH2:16][CH2:17][N:18]2[CH2:36][CH2:35][C:21]3([O:26][CH2:25][CH2:24][N:23]([C:27]([C:29]4[N:30]=[C:31]([CH3:34])[S:32][CH:33]=4)=[O:28])[CH2:22]3)[CH2:20][CH2:19]2)=[CH:37][CH:38]=1. (5) Given the reactants [NH2:1][C:2]1[CH:3]=[CH:4][C:5]([C:18]([CH3:21])([CH3:20])[CH3:19])=[C:6]([NH:8][C:9](=[O:17])[CH2:10][N:11]2[CH2:16][CH2:15][O:14][CH2:13][CH2:12]2)[CH:7]=1.[C:22]1([C:31]2[CH:36]=[CH:35][CH:34]=[CH:33][CH:32]=2)[CH:27]=[CH:26][C:25]([C:28](O)=[O:29])=[CH:24][CH:23]=1.C(N(C(C)C)CC)(C)C, predict the reaction product. The product is: [C:18]([C:5]1[CH:4]=[CH:3][C:2]([NH:1][C:28]([C:25]2[CH:26]=[CH:27][C:22]([C:31]3[CH:32]=[CH:33][CH:34]=[CH:35][CH:36]=3)=[CH:23][CH:24]=2)=[O:29])=[CH:7][C:6]=1[NH:8][C:9](=[O:17])[CH2:10][N:11]1[CH2:12][CH2:13][O:14][CH2:15][CH2:16]1)([CH3:21])([CH3:20])[CH3:19]. (6) Given the reactants [CH3:1][O:2][C:3]1[CH:8]=[CH:7][C:6]([CH:9]2[CH2:13][CH2:12][C:11](=[O:14])[CH2:10]2)=[CH:5][CH:4]=1.[BH4-].[Na+], predict the reaction product. The product is: [CH3:1][O:2][C:3]1[CH:4]=[CH:5][C:6]([CH:9]2[CH2:13][CH2:12][CH:11]([OH:14])[CH2:10]2)=[CH:7][CH:8]=1. (7) Given the reactants [OH:1][CH2:2][CH2:3][N:4]1[CH:8]=[C:7]([C:9]2[CH:14]=[C:13]([C:15]([O:17][CH3:18])=[O:16])[CH:12]=[CH:11][N:10]=2)[N:6]=[CH:5]1.[CH3:19][S:20](Cl)(=[O:22])=[O:21].CO, predict the reaction product. The product is: [CH3:19][S:20]([O:1][CH2:2][CH2:3][N:4]1[CH:8]=[C:7]([C:9]2[CH:14]=[C:13]([C:15]([O:17][CH3:18])=[O:16])[CH:12]=[CH:11][N:10]=2)[N:6]=[CH:5]1)(=[O:22])=[O:21].